Dataset: Full USPTO retrosynthesis dataset with 1.9M reactions from patents (1976-2016). Task: Predict the reactants needed to synthesize the given product. (1) Given the product [Br:1][C:2]1[CH:3]=[N:4][C:5]2[N:15]=[C:14]([NH:13][CH3:12])[N:16]=[CH:7][C:6]=2[CH:9]=1, predict the reactants needed to synthesize it. The reactants are: [Br:1][C:2]1[CH:3]=[N:4][C:5](F)=[C:6]([CH:9]=1)[CH:7]=O.Cl.[CH3:12][NH:13][C:14]([NH2:16])=[NH:15].C(N(CC)CC)C. (2) Given the product [C:1]([N:19]1[CH2:20][CH2:21][CH:16]([N:15]([CH2:22][CH3:23])[CH2:13][CH3:14])[CH2:17][CH2:18]1)(=[O:12])/[CH:2]=[CH:3]/[CH2:4][CH2:5][CH2:6][CH2:7][CH2:8][CH2:9][CH3:10], predict the reactants needed to synthesize it. The reactants are: [C:1]([OH:12])(=O)/[CH:2]=[CH:3]/[CH2:4][CH2:5][CH2:6][CH2:7][CH2:8][CH2:9][CH3:10].[CH2:13]([N:15]([CH2:22][CH3:23])[CH:16]1[CH2:21][CH2:20][NH:19][CH2:18][CH2:17]1)[CH3:14]. (3) Given the product [NH2:20][C:17]1[CH:18]=[CH:19][C:14]([NH:13][C:12]([NH:11][C:9](=[O:10])[C:8]2[CH:25]=[CH:26][C:5]([C:1]([CH3:2])([CH3:3])[CH3:4])=[CH:6][CH:7]=2)=[S:24])=[C:15]([Cl:23])[CH:16]=1, predict the reactants needed to synthesize it. The reactants are: [C:1]([C:5]1[CH:26]=[CH:25][C:8]([C:9]([NH:11][C:12](=[S:24])[NH:13][C:14]2[CH:19]=[CH:18][C:17]([N+:20]([O-])=O)=[CH:16][C:15]=2[Cl:23])=[O:10])=[CH:7][CH:6]=1)([CH3:4])([CH3:3])[CH3:2].[Cl-].[NH4+].O. (4) Given the product [CH3:1][C:2]1([CH3:33])[C:15](=[O:35])[CH:14]=[C:13]([C:16]2[CH:21]=[CH:20][CH:19]=[C:18]([CH3:22])[CH:17]=2)[C:12]2[CH:11]=[C:10]3[C:5]([CH:6]=[CH:7][C:8]([C:23]4[CH:24]=[CH:25][C:26]([C:27]([O:29][CH3:30])=[O:28])=[CH:31][CH:32]=4)=[CH:9]3)=[CH:4][C:3]1=2, predict the reactants needed to synthesize it. The reactants are: [CH3:1][C:2]1([CH3:33])[CH2:15][CH:14]=[C:13]([C:16]2[CH:21]=[CH:20][CH:19]=[C:18]([CH3:22])[CH:17]=2)[C:12]2[CH:11]=[C:10]3[C:5]([CH:6]=[CH:7][C:8]([C:23]4[CH:32]=[CH:31][C:26]([C:27]([O:29][CH3:30])=[O:28])=[CH:25][CH:24]=4)=[CH:9]3)=[CH:4][C:3]1=2.[Se](=O)=[O:35]. (5) Given the product [CH:1]1([CH2:7][C@@H:8]([C:9]([N:26]2[CH2:31][CH2:30][O:29][CH2:28][CH2:27]2)=[O:11])[CH2:12][C:13]([NH:15][CH2:16][CH2:17][NH:18][C:19]2[CH:24]=[CH:23][C:22]([F:25])=[CH:21][CH:20]=2)=[O:14])[CH2:2][CH2:3][CH2:4][CH2:5][CH2:6]1, predict the reactants needed to synthesize it. The reactants are: [CH:1]1([CH2:7][C@H:8]([CH2:12][C:13]([NH:15][CH2:16][CH2:17][NH:18][C:19]2[CH:24]=[CH:23][C:22]([F:25])=[CH:21][CH:20]=2)=[O:14])[C:9]([OH:11])=O)[CH2:6][CH2:5][CH2:4][CH2:3][CH2:2]1.[NH:26]1[CH2:31][CH2:30][O:29][CH2:28][CH2:27]1.CN(C(ON1N=NC2C=CC=NC1=2)=[N+](C)C)C.F[P-](F)(F)(F)(F)F.C(N(C(C)C)CC)(C)C. (6) The reactants are: [N:1]1([CH2:7][CH2:8][NH:9][S:10]([C:13]2[CH:18]=[CH:17][CH:16]=[C:15]([O:19][C:20]3[CH:25]=[C:24]([NH:26][C:27]4[CH:32]=[CH:31][CH:30]=[CH:29][CH:28]=4)[C:23]([N+:33]([O-])=O)=[CH:22][N:21]=3)[CH:14]=2)(=[O:12])=[O:11])[CH2:6][CH2:5][O:4][CH2:3][CH2:2]1.[H][H]. Given the product [NH2:33][C:23]1[C:24]([NH:26][C:27]2[CH:32]=[CH:31][CH:30]=[CH:29][CH:28]=2)=[CH:25][C:20]([O:19][C:15]2[CH:14]=[C:13]([S:10]([NH:9][CH2:8][CH2:7][N:1]3[CH2:2][CH2:3][O:4][CH2:5][CH2:6]3)(=[O:11])=[O:12])[CH:18]=[CH:17][CH:16]=2)=[N:21][CH:22]=1, predict the reactants needed to synthesize it.